Predict the reactants needed to synthesize the given product. From a dataset of Full USPTO retrosynthesis dataset with 1.9M reactions from patents (1976-2016). The reactants are: [F:1][C:2]1[CH:7]=[CH:6][C:5]([C:8]2[N:12]([CH3:13])[N:11]=[CH:10][C:9]=2/[CH:14]=[CH:15]/[C:16]([NH:18][C:19]2[CH:24]=[CH:23][C:22]([CH2:25]SC)=[CH:21][CH:20]=2)=[O:17])=[CH:4][CH:3]=1.Cl[C:29]1C=CC=C(C(OO)=O)C=1.[S:39]([O-:42])([O-])=[O:40].[Na+].[Na+]. Given the product [F:1][C:2]1[CH:3]=[CH:4][C:5]([C:8]2[N:12]([CH3:13])[N:11]=[CH:10][C:9]=2/[CH:14]=[CH:15]/[C:16]([NH:18][C:19]2[CH:20]=[CH:21][C:22]([CH2:25][S:39]([CH3:29])(=[O:42])=[O:40])=[CH:23][CH:24]=2)=[O:17])=[CH:6][CH:7]=1, predict the reactants needed to synthesize it.